Dataset: Reaction yield outcomes from USPTO patents with 853,638 reactions. Task: Predict the reaction yield, written as a fraction of the theoretical maximum amount of product (1.0 means a 100% yield; for example, 0.34 means a 34% yield). (1) The reactants are [CH2:1]([O:3][P:4]([CH2:9][CH2:10][NH:11][CH2:12][C:13]([CH3:36])=[CH:14][CH2:15][C:16]1[C:17]([O:29][CH2:30][CH2:31][Si:32]([CH3:35])([CH3:34])[CH3:33])=[C:18]2[C:22](=[C:23]([CH3:27])[C:24]=1[O:25][CH3:26])[CH2:21][O:20][C:19]2=[O:28])(=[O:8])[O:5][CH2:6][CH3:7])[CH3:2].[C:37](OC(=O)C)(=[O:39])[CH3:38]. The catalyst is C(O)(=O)C. The product is [CH2:1]([O:3][P:4]([CH2:9][CH2:10][N:11]([C:37](=[O:39])[CH3:38])[CH2:12][C:13]([CH3:36])=[CH:14][CH2:15][C:16]1[C:17]([O:29][CH2:30][CH2:31][Si:32]([CH3:33])([CH3:34])[CH3:35])=[C:18]2[C:22](=[C:23]([CH3:27])[C:24]=1[O:25][CH3:26])[CH2:21][O:20][C:19]2=[O:28])(=[O:8])[O:5][CH2:6][CH3:7])[CH3:2]. The yield is 0.810. (2) The reactants are C[O:2][C:3](=[O:24])[C:4]1[CH:9]=[C:8]([C:10]2[S:11][CH:12]=[C:13]([C:15]3[CH:20]=[CH:19][C:18]([Cl:21])=[C:17]([Cl:22])[CH:16]=3)[N:14]=2)[CH:7]=[CH:6][C:5]=1Br.[C:25]([C:27]1[CH:28]=[C:29](B(O)O)[CH:30]=[CH:31][CH:32]=1)#[N:26]. No catalyst specified. The product is [C:25]([C:27]1[CH:32]=[C:31]([C:5]2[C:4]([C:3]([OH:2])=[O:24])=[CH:9][C:8]([C:10]3[S:11][CH:12]=[C:13]([C:15]4[CH:20]=[CH:19][C:18]([Cl:21])=[C:17]([Cl:22])[CH:16]=4)[N:14]=3)=[CH:7][CH:6]=2)[CH:30]=[CH:29][CH:28]=1)#[N:26]. The yield is 0.210. (3) The reactants are [CH3:1][C:2]1[CH:13]=[CH:12][C:5]2[NH:6][C:7](=[O:11])[O:8][C:9](=[O:10])[C:4]=2[CH:3]=1.[H-].[Na+].F[C:17]1[CH:24]=[CH:23][C:20]([CH2:21]Br)=[CH:19][CH:18]=1. The catalyst is CN(C=O)C. The product is [CH2:21]([N:6]1[C:5]2[CH:12]=[CH:13][C:2]([CH3:1])=[CH:3][C:4]=2[C:9](=[O:10])[O:8][C:7]1=[O:11])[C:20]1[CH:23]=[CH:24][CH:17]=[CH:18][CH:19]=1. The yield is 0.790. (4) The reactants are [Cl:1][C:2]1[N:7]=[C:6](Cl)[CH:5]=[C:4]([CH:9]([CH3:11])[CH3:10])[N:3]=1.[NH2:12][C:13]1[CH:18]=[CH:17][C:16]([CH3:19])=[CH:15][CH:14]=1.C(N(CC)CC)C. The catalyst is C(#N)C. The product is [Cl:1][C:2]1[N:7]=[C:6]([NH:12][C:13]2[CH:18]=[CH:17][C:16]([CH3:19])=[CH:15][CH:14]=2)[CH:5]=[C:4]([CH:9]([CH3:11])[CH3:10])[N:3]=1. The yield is 0.190. (5) The reactants are [Cl:1][C:2]1[S:28][C:5]2[N:6]=[CH:7][N:8]=[C:9]([NH:10][CH:11]3[CH2:16][CH2:15][N:14]([CH2:17][C:18]4[CH:19]=[C:20]([CH:25]=[CH:26][CH:27]=4)[C:21]([O:23]C)=[O:22])[CH2:13][CH2:12]3)[C:4]=2[CH:3]=1.O[Li].O. The yield is 0.790. The product is [Cl:1][C:2]1[S:28][C:5]2[N:6]=[CH:7][N:8]=[C:9]([NH:10][CH:11]3[CH2:16][CH2:15][N:14]([CH2:17][C:18]4[CH:19]=[C:20]([CH:25]=[CH:26][CH:27]=4)[C:21]([OH:23])=[O:22])[CH2:13][CH2:12]3)[C:4]=2[CH:3]=1. The catalyst is CO.O. (6) The reactants are [CH3:1][O:2][C:3]1[CH:8]=[CH:7][C:6]([CH2:9][O:10][C@H:11]([C@@H:13]([C@@H:19]([O:22][CH2:23][CH2:24][CH3:25])[CH:20]=C)[CH2:14][CH2:15][CH:16]([CH3:18])[CH3:17])[CH3:12])=[CH:5][CH:4]=1.C([O-])(O)=[O:27].[Na+].C(=O)=O.CC(C)=O.[I-].[K+].[BH4-].[Na+]. The catalyst is C(Cl)Cl.CO. The product is [CH3:1][O:2][C:3]1[CH:4]=[CH:5][C:6]([CH2:9][O:10][C@H:11]([C@H:13]([CH2:14][CH2:15][CH:16]([CH3:17])[CH3:18])[C@@H:19]([O:22][CH2:23][CH2:24][CH3:25])[CH2:20][OH:27])[CH3:12])=[CH:7][CH:8]=1. The yield is 0.800. (7) The reactants are [F:1][C:2]1[CH:7]=[CH:6][C:5]([NH:8][C:9]2[O:10][CH2:11][C:12](=[O:21])[C:13]=2[C:14]([O:16][CH2:17][CH2:18][CH2:19][CH3:20])=[O:15])=[CH:4][CH:3]=1.[NH:22]1[C:30]2[C:25](=[CH:26][CH:27]=[CH:28][N:29]=2)[C:24]([CH:31]=O)=[CH:23]1.N1CCC[C@H]1C(O)=O. The catalyst is CC(O)C. The product is [NH:22]1[C:30]2=[N:29][CH:28]=[CH:27][CH:26]=[C:25]2[C:24]([CH:31]=[C:11]2[O:10][C:9]([NH:8][C:5]3[CH:4]=[CH:3][C:2]([F:1])=[CH:7][CH:6]=3)=[C:13]([C:14]([O:16][CH2:17][CH2:18][CH2:19][CH3:20])=[O:15])[C:12]2=[O:21])=[CH:23]1. The yield is 0.360. (8) The reactants are [N+:1]([C:4]1[CH:18]=[CH:17][C:7]([CH2:8][NH:9][C:10](=[O:16])[O:11][C:12]([CH3:15])([CH3:14])[CH3:13])=[CH:6][CH:5]=1)([O-])=O.C(O)C.O.[Cl-].[NH4+]. The catalyst is O1CCOCC1. The product is [NH2:1][C:4]1[CH:18]=[CH:17][C:7]([CH2:8][NH:9][C:10](=[O:16])[O:11][C:12]([CH3:14])([CH3:15])[CH3:13])=[CH:6][CH:5]=1. The yield is 0.990. (9) The reactants are [C:1]([O:8][CH2:9][CH3:10])(=[O:7])[C:2]([O:4]CC)=O.[CH:11]1[CH:16]=[CH:15][C:14]([CH2:17][CH2:18][NH2:19])=[CH:13][CH:12]=1. The catalyst is C1(C)C=CC=CC=1. The product is [C:14]1([CH2:17][CH2:18][NH:19][C:2](=[O:4])[C:1]([O:8][CH2:9][CH3:10])=[O:7])[CH:15]=[CH:16][CH:11]=[CH:12][CH:13]=1. The yield is 0.860. (10) The reactants are [OH:1][C:2]1[CH:11]=[C:10]2[C:5]([C:6]([O:12][C:13]3[C:14]([CH3:23])=[N:15][C:16]4[C:21]([CH:22]=3)=[CH:20][N:19]=[CH:18][CH:17]=4)=[CH:7][CH:8]=[N:9]2)=[CH:4][C:3]=1[O:24][CH3:25].C1(P(C2C=CC=CC=2)C2C=CC=CC=2)C=CC=CC=1.CC1(C)[O:51][CH2:50][CH:49]([CH2:52]O)[CH2:48][O:47]1.S(=O)(=O)(O)O.[OH-].[Na+]. The catalyst is O1CCCC1.O. The product is [CH3:25][O:24][C:3]1[CH:4]=[C:5]2[C:10](=[CH:11][C:2]=1[O:1][CH2:52][CH:49]([CH2:50][OH:51])[CH2:48][OH:47])[N:9]=[CH:8][CH:7]=[C:6]2[O:12][C:13]1[C:14]([CH3:23])=[N:15][C:16]2[C:21]([CH:22]=1)=[CH:20][N:19]=[CH:18][CH:17]=2. The yield is 0.630.